Dataset: Forward reaction prediction with 1.9M reactions from USPTO patents (1976-2016). Task: Predict the product of the given reaction. (1) Given the reactants [CH3:1][O:2][CH2:3][CH:4]([CH3:22])[O:5][C:6]1[C:7]([N+:19]([O-])=O)=[N:8][CH:9]=[C:10]([O:12][C:13]2[CH:18]=[CH:17][CH:16]=[CH:15][CH:14]=2)[CH:11]=1.O, predict the reaction product. The product is: [CH3:1][O:2][CH2:3][CH:4]([CH3:22])[O:5][C:6]1[C:7]([NH2:19])=[N:8][CH:9]=[C:10]([O:12][C:13]2[CH:18]=[CH:17][CH:16]=[CH:15][CH:14]=2)[CH:11]=1. (2) Given the reactants [F:1][C:2]1[CH:3]=[C:4]([NH:9][C:10]([C:12]2[CH:13]=[C:14]([N:18]3[CH2:22][C@@H:21]4[CH2:23][N:24]([C:26]([O:28][C:29]([CH3:32])([CH3:31])[CH3:30])=[O:27])[CH2:25][C@@H:20]4[CH2:19]3)[CH:15]=[N:16][CH:17]=2)=O)[CH:5]=[C:6]([F:8])[CH:7]=1.COC1C=CC(P2(SP(C3C=CC(OC)=CC=3)(=S)S2)=[S:42])=CC=1, predict the reaction product. The product is: [F:1][C:2]1[CH:3]=[C:4]([NH:9][C:10]([C:12]2[CH:13]=[C:14]([N:18]3[CH2:22][C@@H:21]4[CH2:23][N:24]([C:26]([O:28][C:29]([CH3:32])([CH3:31])[CH3:30])=[O:27])[CH2:25][C@@H:20]4[CH2:19]3)[CH:15]=[N:16][CH:17]=2)=[S:42])[CH:5]=[C:6]([F:8])[CH:7]=1. (3) The product is: [OH:8][C:9]1[CH:10]=[CH:11][C:12]([N:15]([C:56]2[CH:57]=[CH:58][CH:59]=[CH:60][CH:61]=2)[C:16]([C:18]2[CH:19]=[C:20]([C:27]3[CH:28]=[C:29]4[C:33](=[CH:34][C:35]=3[C:36]([N:38]3[C@H:47]([CH3:48])[CH2:46][C:45]5[C:40](=[CH:41][CH:42]=[CH:43][CH:44]=5)[CH2:39]3)=[O:37])[CH2:32][N:31]([C:49]([O:51][C:52]([CH3:55])([CH3:54])[CH3:53])=[O:50])[CH2:30]4)[N:21]3[C:26]=2[CH2:25][CH2:24][CH2:23][CH2:22]3)=[O:17])=[CH:13][CH:14]=1. Given the reactants C([O:8][C:9]1[CH:14]=[CH:13][C:12]([N:15]([C:56]2[CH:61]=[CH:60][CH:59]=[CH:58][CH:57]=2)[C:16]([C:18]2[CH:19]=[C:20]([C:27]3[CH:28]=[C:29]4[C:33](=[CH:34][C:35]=3[C:36]([N:38]3[C@H:47]([CH3:48])[CH2:46][C:45]5[C:40](=[CH:41][CH:42]=[CH:43][CH:44]=5)[CH2:39]3)=[O:37])[CH2:32][N:31]([C:49]([O:51][C:52]([CH3:55])([CH3:54])[CH3:53])=[O:50])[CH2:30]4)[N:21]3[C:26]=2[CH2:25][CH2:24][CH2:23][CH2:22]3)=[O:17])=[CH:11][CH:10]=1)C1C=CC=CC=1, predict the reaction product. (4) Given the reactants Br[C:2]1[C:7](=[O:8])[N:6]([CH2:9][C:10]2[CH:15]=[CH:14][C:13]([C:16]3[C:17]([C:22]#[N:23])=[CH:18][CH:19]=[CH:20][CH:21]=3)=[CH:12][CH:11]=2)[C:5]([CH2:24][CH2:25][CH2:26][CH3:27])=[N:4][C:3]=1[CH3:28].[F:29][C:30]1[CH:35]=[CH:34][C:33](B(O)O)=[CH:32][CH:31]=1.C(=O)([O-])[O-].[Cs+].[Cs+], predict the reaction product. The product is: [CH2:24]([C:5]1[N:6]([CH2:9][C:10]2[CH:15]=[CH:14][C:13]([C:16]3[C:17]([C:22]#[N:23])=[CH:18][CH:19]=[CH:20][CH:21]=3)=[CH:12][CH:11]=2)[C:7](=[O:8])[C:2]([C:33]2[CH:34]=[CH:35][C:30]([F:29])=[CH:31][CH:32]=2)=[C:3]([CH3:28])[N:4]=1)[CH2:25][CH2:26][CH3:27]. (5) Given the reactants [CH2:1]([O:3][C:4](=[O:16])[CH:5]([N:13]=[C:14]=[O:15])[CH2:6][C:7]1[CH:12]=[CH:11][CH:10]=[CH:9][CH:8]=1)[CH3:2].[NH2:17][C:18]1[CH:25]=[CH:24][C:21]([C:22]#[N:23])=[CH:20][CH:19]=1, predict the reaction product. The product is: [CH2:1]([O:3][C:4](=[O:16])[CH:5]([NH:13][C:14]([NH:17][C:18]1[CH:25]=[CH:24][C:21]([C:22]#[N:23])=[CH:20][CH:19]=1)=[O:15])[CH2:6][C:7]1[CH:12]=[CH:11][CH:10]=[CH:9][CH:8]=1)[CH3:2]. (6) The product is: [CH:11]([NH:14][C:2]1[CH:3]=[C:4]([N:17]2[CH2:23][CH:22]3[O:24][CH:19]([CH2:20][CH2:21]3)[CH2:18]2)[N:5]=[C:6]([C:8]2[CH:13]=[CH:12][C:11]([N+:14]([O-:16])=[O:15])=[CH:10][CH:9]=2)[N:7]=1)([CH3:12])[CH3:10]. Given the reactants Cl[C:2]1[N:7]=[C:6]([C:8]2[CH:13]=[CH:12][C:11]([N+:14]([O-:16])=[O:15])=[CH:10][CH:9]=2)[N:5]=[C:4]([N:17]2[CH2:23][CH:22]3[O:24][CH:19]([CH2:20][CH2:21]3)[CH2:18]2)[CH:3]=1, predict the reaction product.